Task: Predict the product of the given reaction.. Dataset: Forward reaction prediction with 1.9M reactions from USPTO patents (1976-2016) (1) The product is: [CH3:1][O:2][C:3]1[C:4]([O:31][CH3:32])=[CH:5][C:6]2[C:15]3[C:10](=[C:11]4[CH:19]=[C:18]5[O:20][CH2:21][O:22][C:17]5=[CH:16][C:12]4=[N:13][CH:14]=3)[N:9]([CH:23]([CH3:28])[CH2:24][N:25]([CH3:26])[CH3:27])[CH2:8][C:7]=2[CH:30]=1. Given the reactants [CH3:1][O:2][C:3]1[C:4]([O:31][CH3:32])=[CH:5][C:6]2[C:15]3[C:10](=[C:11]4[CH:19]=[C:18]5[O:20][CH2:21][O:22][C:17]5=[CH:16][C:12]4=[N:13][CH:14]=3)[N:9]([CH:23]([CH3:28])[CH2:24][N:25]([CH3:27])[CH3:26])[C:8](=O)[C:7]=2[CH:30]=1.[H-].[H-].[H-].[H-].[Li+].[Al+3], predict the reaction product. (2) Given the reactants [CH3:1][O:2][CH2:3][CH2:4][N:5]1[CH2:11][CH2:10][C:9]2[CH:12]=[C:13]([NH2:16])[CH:14]=[CH:15][C:8]=2[CH2:7][CH2:6]1.Cl[C:18]1[N:23]=[C:22]([NH:24][CH2:25][CH:26]([NH:28][S:29]([CH3:32])(=[O:31])=[O:30])[CH3:27])[C:21]([Cl:33])=[CH:20][N:19]=1, predict the reaction product. The product is: [Cl:33][C:21]1[C:22]([NH:24][CH2:25][CH:26]([NH:28][S:29]([CH3:32])(=[O:31])=[O:30])[CH3:27])=[N:23][C:18]([NH:16][C:13]2[CH:14]=[CH:15][C:8]3[CH2:7][CH2:6][N:5]([CH2:4][CH2:3][O:2][CH3:1])[CH2:11][CH2:10][C:9]=3[CH:12]=2)=[N:19][CH:20]=1. (3) Given the reactants [CH3:1][S:2]([C:5]1[CH:6]=[N:7][C:8]2[C:13]([C:14]=1[C:15]1[CH:20]=[CH:19][CH:18]=[CH:17][CH:16]=1)=[CH:12][C:11]([CH:21]=O)=[CH:10][CH:9]=2)(=[O:4])=[O:3].[S:23]1[CH2:29][C:27](=[O:28])[NH:26][C:24]1=[S:25].C([O-])(=O)C.[Na+], predict the reaction product. The product is: [CH3:1][S:2]([C:5]1[CH:6]=[N:7][C:8]2[C:13]([C:14]=1[C:15]1[CH:16]=[CH:17][CH:18]=[CH:19][CH:20]=1)=[CH:12][C:11]([CH:21]=[C:29]1[S:23][C:24](=[S:25])[NH:26][C:27]1=[O:28])=[CH:10][CH:9]=2)(=[O:4])=[O:3]. (4) The product is: [Br:1][C:2]1[CH:11]=[C:10]([C@H:13]([OH:14])[C@H:15]2[CH2:20][CH2:19][CH2:18][CH2:17][N:16]2[C:21]([O:23][C:24]([CH3:26])([CH3:25])[CH3:27])=[O:22])[C:9]2[C:4](=[CH:5][CH:6]=[CH:7][CH:8]=2)[N:3]=1. Given the reactants [Br:1][C:2]1[CH:11]=[C:10](Br)[C:9]2[C:4](=[CH:5][CH:6]=[CH:7][CH:8]=2)[N:3]=1.[CH:13]([C@H:15]1[CH2:20][CH2:19][CH2:18][CH2:17][N:16]1[C:21]([O:23][C:24]([CH3:27])([CH3:26])[CH3:25])=[O:22])=[O:14].[NH4+].[Cl-], predict the reaction product. (5) Given the reactants O[C:2]([C:10]1[CH:15]=[CH:14][C:13]([CH:16]2[CH2:20][CH2:19][CH2:18][CH2:17]2)=[CH:12][CH:11]=1)([CH3:9])[CH2:3][C:4]([O:6][CH2:7][CH3:8])=[O:5].C1(C)C=CC(S(O)(=O)=O)=CC=1, predict the reaction product. The product is: [CH:16]1([C:13]2[CH:12]=[CH:11][C:10]([C:2]([CH3:9])=[CH:3][C:4]([O:6][CH2:7][CH3:8])=[O:5])=[CH:15][CH:14]=2)[CH2:17][CH2:18][CH2:19][CH2:20]1. (6) Given the reactants C1(P(C2CCCCC2)C2CCCCC2)CCCCC1.Cl[C:21]1[CH:26]=[CH:25][C:24]([P:27](=[O:32])([O:30][CH3:31])[O:28][CH3:29])=[CH:23][CH:22]=1.[B:33]1([B:33]2[O:37][C:36]([CH3:39])([CH3:38])[C:35]([CH3:41])([CH3:40])[O:34]2)[O:37][C:36]([CH3:39])([CH3:38])[C:35]([CH3:41])([CH3:40])[O:34]1.C([O-])(=O)C.[K+], predict the reaction product. The product is: [CH3:29][O:28][P:27]([C:24]1[CH:25]=[CH:26][C:21]([B:33]2[O:37][C:36]([CH3:39])([CH3:38])[C:35]([CH3:41])([CH3:40])[O:34]2)=[CH:22][CH:23]=1)(=[O:32])[O:30][CH3:31]. (7) Given the reactants [CH:1]1([CH2:4][O:5][C:6]2[CH:11]=[CH:10][C:9]([C:12]3[O:13][C:14]4[CH2:24][C:19]5(OCC[O:20]5)[CH2:18][CH2:17][C:15]=4[N:16]=3)=[CH:8][C:7]=2[F:25])[CH2:3][CH2:2]1.C1COCC1.Cl.C(=O)([O-])O.[Na+], predict the reaction product. The product is: [CH:1]1([CH2:4][O:5][C:6]2[CH:11]=[CH:10][C:9]([C:12]3[O:13][C:14]4[CH2:24][CH:19]([OH:20])[CH2:18][CH2:17][C:15]=4[N:16]=3)=[CH:8][C:7]=2[F:25])[CH2:2][CH2:3]1. (8) Given the reactants [Cl:1][C:2]1[CH:7]=[CH:6][C:5]([N:8]2[C:17](=[O:18])[C:16]3[C:11](=[CH:12][CH:13]=[CH:14][CH:15]=3)[N:10]=[C:9]2[C:19]2[CH:24]=[CH:23][C:22](/[CH:25]=[CH:26]/[N:27](C)C)=[C:21]([N+]([O-])=O)[CH:20]=2)=[CH:4][CH:3]=1, predict the reaction product. The product is: [Cl:1][C:2]1[CH:3]=[CH:4][C:5]([N:8]2[C:17](=[O:18])[C:16]3[C:11](=[CH:12][CH:13]=[CH:14][CH:15]=3)[N:10]=[C:9]2[C:19]2[CH:24]=[C:23]3[C:22]([CH:25]=[CH:26][NH:27]3)=[CH:21][CH:20]=2)=[CH:6][CH:7]=1. (9) Given the reactants [F:1][C:2]1[CH:3]=[C:4]([CH2:8][C:9]([C:11]2[CH:12]=[N:13][CH:14]=[CH:15][CH:16]=2)=O)[CH:5]=[CH:6][CH:7]=1.Cl.O([NH2:20])C, predict the reaction product. The product is: [F:1][C:2]1[CH:3]=[C:4]([CH2:8][CH:9]([NH2:20])[C:11]2[CH:12]=[N:13][CH:14]=[CH:15][CH:16]=2)[CH:5]=[CH:6][CH:7]=1. (10) Given the reactants [NH2:1][C:2]1[N:10]=[C:9](I)[N:8]=[C:7]2[C:3]=1[N:4]=[CH:5][N:6]2[C@@H:12]1[O:16][C@H:15]([C:17]([NH:19][CH2:20][CH3:21])=[O:18])[C@@H:14]([OH:22])[C@H:13]1[OH:23].[CH2:24]([CH:27]1[CH2:32][CH2:31][CH:30]([C:33]([O:35][CH3:36])=[O:34])[CH2:29][CH2:28]1)[C:25]#[CH:26], predict the reaction product. The product is: [CH3:21][CH2:20][NH:19][C:17]([C@H:15]1[O:16][C@@H:12]([N:6]2[C:7]3[N:8]=[C:9]([C:26]#[C:25][CH2:24][CH:27]4[CH2:32][CH2:31][CH:30]([C:33]([O:35][CH3:36])=[O:34])[CH2:29][CH2:28]4)[N:10]=[C:2]([NH2:1])[C:3]=3[N:4]=[CH:5]2)[C@H:13]([OH:23])[C@@H:14]1[OH:22])=[O:18].